From a dataset of Peptide-MHC class II binding affinity with 134,281 pairs from IEDB. Regression. Given a peptide amino acid sequence and an MHC pseudo amino acid sequence, predict their binding affinity value. This is MHC class II binding data. (1) The peptide sequence is FGTMPSLTLACLTKQ. The MHC is DRB3_0101 with pseudo-sequence DRB3_0101. The binding affinity (normalized) is 0.162. (2) The peptide sequence is LLNRNNSFKPFAEYK. The MHC is HLA-DPA10103-DPB10201 with pseudo-sequence HLA-DPA10103-DPB10201. The binding affinity (normalized) is 0.309. (3) The peptide sequence is DFLAKKGGEAMDTIS. The MHC is HLA-DQA10201-DQB10301 with pseudo-sequence HLA-DQA10201-DQB10301. The binding affinity (normalized) is 0.592. (4) The peptide sequence is VFEFSDERAANPIVP. The MHC is HLA-DQA10301-DQB10302 with pseudo-sequence HLA-DQA10301-DQB10302. The binding affinity (normalized) is 0.118.